This data is from Reaction yield outcomes from USPTO patents with 853,638 reactions. The task is: Predict the reaction yield, written as a fraction of the theoretical maximum amount of product (1.0 means a 100% yield; for example, 0.34 means a 34% yield). (1) The reactants are [N:1]1([C:7]2[N:12]=[CH:11][C:10]([C:13](=[O:15])[CH3:14])=[CH:9][N:8]=2)[CH2:6][CH2:5][NH:4][CH2:3][CH2:2]1.[F:16][C:17]1[CH:22]=[CH:21][C:20]([Mg]Br)=[CH:19][CH:18]=1. The catalyst is C1COCC1. The product is [F:16][C:17]1[CH:22]=[CH:21][C:20]([C:13]([C:10]2[CH:11]=[N:12][C:7]([N:1]3[CH2:2][CH2:3][NH:4][CH2:5][CH2:6]3)=[N:8][CH:9]=2)([OH:15])[CH3:14])=[CH:19][CH:18]=1. The yield is 0.380. (2) The reactants are [OH:1][CH2:2][C@@H:3]1[CH2:7][C@@H:6]([N:8]2[C:12]3[N:13]=[CH:14][N:15]=[C:16]([S:17][C:18]4[CH:23]=[CH:22][CH:21]=[CH:20][CH:19]=4)[C:11]=3[CH:10]=[CH:9]2)[C@H:5]([OH:24])[C@@H:4]1[OH:25].CO[C:28](OC)([CH3:30])[CH3:29].O.C1(C)C=CC(S(O)(=O)=O)=CC=1. The catalyst is CC(C)=O. The product is [CH3:29][C:28]1([CH3:30])[O:24][C@H:5]2[C@H:6]([N:8]3[C:12]4[N:13]=[CH:14][N:15]=[C:16]([S:17][C:18]5[CH:19]=[CH:20][CH:21]=[CH:22][CH:23]=5)[C:11]=4[CH:10]=[CH:9]3)[CH2:7][C@@H:3]([CH2:2][OH:1])[C@H:4]2[O:25]1. The yield is 0.990. (3) The reactants are [CH3:1][N:2]([CH3:36])[CH2:3][CH2:4][NH:5][C:6]([NH:8][C:9]1[CH:14]=[CH:13][C:12]([C:15]2[N:16]=[C:17]([N:30]3[CH2:35][CH2:34][O:33][CH2:32][CH2:31]3)[C:18]3[N:23]=[N:22][N:21]([CH:24]4[CH2:29][CH2:28][NH:27][CH2:26][CH2:25]4)[C:19]=3[N:20]=2)=[CH:11][CH:10]=1)=[O:7].[F:37][C:38]1[CH:45]=[CH:44][C:41]([CH:42]=O)=[CH:40][CH:39]=1.[BH-](OC(C)=O)(OC(C)=O)OC(C)=O.[Na+].CC(O)=O. The catalyst is C1COCC1. The product is [CH3:1][N:2]([CH3:36])[CH2:3][CH2:4][NH:5][C:6]([NH:8][C:9]1[CH:10]=[CH:11][C:12]([C:15]2[N:16]=[C:17]([N:30]3[CH2:35][CH2:34][O:33][CH2:32][CH2:31]3)[C:18]3[N:23]=[N:22][N:21]([CH:24]4[CH2:29][CH2:28][N:27]([CH2:42][C:41]5[CH:44]=[CH:45][C:38]([F:37])=[CH:39][CH:40]=5)[CH2:26][CH2:25]4)[C:19]=3[N:20]=2)=[CH:13][CH:14]=1)=[O:7]. The yield is 0.170. (4) The reactants are [Cl:1][C:2]1[CH:3]=[C:4]([C:25]2[CH:30]=[CH:29][CH:28]=[C:27]([S:31]([CH3:34])(=[O:33])=[O:32])[CH:26]=2)[CH:5]=[CH:6][C:7]=1[N:8]1[CH:12]=[C:11]([C:13](OCC)=[O:14])[N:10]=[C:9]1[C:18]1[CH:23]=[CH:22][CH:21]=[CH:20][C:19]=1[Cl:24].[H-].C([Al+]CC(C)C)C(C)C. The catalyst is ClCCl. The product is [Cl:1][C:2]1[CH:3]=[C:4]([C:25]2[CH:30]=[CH:29][CH:28]=[C:27]([S:31]([CH3:34])(=[O:33])=[O:32])[CH:26]=2)[CH:5]=[CH:6][C:7]=1[N:8]1[CH:12]=[C:11]([CH2:13][OH:14])[N:10]=[C:9]1[C:18]1[CH:23]=[CH:22][CH:21]=[CH:20][C:19]=1[Cl:24]. The yield is 0.840. (5) The reactants are [CH3:1][S:2][C:3]1[S:4][C:5]2[CH:11]=[C:10]([OH:12])[CH:9]=[CH:8][C:6]=2[N:7]=1.Cl[C:14]1[CH:19]=[CH:18][N:17]=[C:16]([C:20]([O:22][C:23]([CH3:26])([CH3:25])[CH3:24])=[O:21])[CH:15]=1.C(=O)([O-])[O-].[Cs+].[Cs+].O. The catalyst is CN(C)C=O. The product is [CH3:1][S:2][C:3]1[S:4][C:5]2[CH:11]=[C:10]([O:12][C:14]3[CH:19]=[CH:18][N:17]=[C:16]([C:20]([O:22][C:23]([CH3:26])([CH3:25])[CH3:24])=[O:21])[CH:15]=3)[CH:9]=[CH:8][C:6]=2[N:7]=1. The yield is 0.620. (6) The reactants are [O:1]=[C:2]1[C:7]2[S:8][CH:9]=[CH:10][C:6]=2[C:5]([C:11]#[N:12])=[CH:4][NH:3]1.C(O)(=O)C.CN(C=O)C.[Br:22]N1C(=O)CCC1=O.C(=O)(O)[O-].[Na+]. The catalyst is O. The product is [Br:22][C:9]1[S:8][C:7]2[C:2](=[O:1])[NH:3][CH:4]=[C:5]([C:11]#[N:12])[C:6]=2[CH:10]=1. The yield is 0.960. (7) The yield is 0.970. The product is [C:6]1([CH:2]([NH:12][C:13]2[CH:18]=[CH:17][CH:16]=[CH:15][CH:14]=2)[C:3]([OH:5])=[O:4])[CH:11]=[CH:10][CH:9]=[CH:8][CH:7]=1. The reactants are Br[CH:2]([C:6]1[CH:11]=[CH:10][CH:9]=[CH:8][CH:7]=1)[C:3]([OH:5])=[O:4].[NH2:12][C:13]1[CH:18]=[CH:17][CH:16]=[CH:15][CH:14]=1. The catalyst is ClCCl. (8) The reactants are [C:1]([C:4]1[C:9](=[O:10])[C:8]([O:11][CH3:12])=[CH:7][N:6]([C:13]2[CH:18]=[CH:17][CH:16]=[C:15]([C:19]3[CH:20]=[N:21][N:22]([CH3:24])[CH:23]=3)[C:14]=2[F:25])[N:5]=1)(=O)[CH3:2].[CH3:26]C(O)=O.[C:30]1([NH:36][NH2:37])[CH:35]=[CH:34][CH:33]=[CH:32][CH:31]=1. The catalyst is COC(OC)N(C)C.Cl. The product is [F:25][C:14]1[C:15]([C:19]2[CH:20]=[N:21][N:22]([CH3:24])[CH:23]=2)=[CH:16][CH:17]=[CH:18][C:13]=1[N:6]1[CH:7]=[C:8]([O:11][CH3:12])[C:9](=[O:10])[C:4]([C:1]2[N:36]([C:30]3[CH:35]=[CH:34][CH:33]=[CH:32][CH:31]=3)[N:37]=[CH:26][CH:2]=2)=[N:5]1. The yield is 0.620. (9) The reactants are FC(F)(F)C(O)=O.[C:8]([C:10]1[CH:11]=[CH:12][C:13]2[O:18][CH2:17][C:16](=[O:19])[N:15]([CH2:20][CH2:21][CH2:22][CH:23]3[CH2:28][CH2:27][NH:26][CH2:25][CH:24]3[C:29]([O:31][CH3:32])=[O:30])[C:14]=2[CH:33]=1)#[N:9].[F:34][C:35]1[CH:40]=[CH:39][C:38]([F:41])=[CH:37][C:36]=1/[CH:42]=[CH:43]/[CH:44]=O.C(N(CC)CC)C.C(O[BH-](OC(=O)C)OC(=O)C)(=O)C.[Na+]. The yield is 0.320. The product is [F:34][C:35]1[CH:40]=[CH:39][C:38]([F:41])=[CH:37][C:36]=1/[CH:42]=[CH:43]/[CH2:44][N:26]1[CH2:27][CH2:28][CH:23]([CH2:22][CH2:21][CH2:20][N:15]2[C:14]3[CH:33]=[C:10]([C:8]#[N:9])[CH:11]=[CH:12][C:13]=3[O:18][CH2:17][C:16]2=[O:19])[CH:24]([C:29]([O:31][CH3:32])=[O:30])[CH2:25]1. The catalyst is C(Cl)(Cl)Cl.CO.C(OCC)(=O)C.O.